This data is from Reaction yield outcomes from USPTO patents with 853,638 reactions. The task is: Predict the reaction yield, written as a fraction of the theoretical maximum amount of product (1.0 means a 100% yield; for example, 0.34 means a 34% yield). (1) The reactants are [Br:1][C:2]1[C:3]([F:13])=[C:4]([OH:12])[C:5]([O:9][CH2:10][CH3:11])=[CH:6][C:7]=1[Br:8].CI.[C:16](=O)([O-])[O-].[K+].[K+].O. The catalyst is CN(C)C=O. The product is [Br:8][C:7]1[CH:6]=[C:5]([O:9][CH2:10][CH3:11])[C:4]([O:12][CH3:16])=[C:3]([F:13])[C:2]=1[Br:1]. The yield is 0.467. (2) The reactants are [C:1]([NH:5][C:6]([C:8]1[CH:12]=[C:11]([C:13]2[CH:18]=[CH:17][C:16]([CH2:19][OH:20])=[CH:15][N:14]=2)[N:10]([C:21]2[CH:22]=[N:23][CH:24]=[CH:25][CH:26]=2)[N:9]=1)=[O:7])([CH3:4])([CH3:3])[CH3:2].CC(OI1(OC(C)=O)(OC(C)=O)OC(=O)C2C=CC=CC1=2)=O.[OH-].[Na+].C(Cl)(Cl)Cl. The catalyst is ClCCl. The product is [C:1]([NH:5][C:6]([C:8]1[CH:12]=[C:11]([C:13]2[CH:18]=[CH:17][C:16]([CH:19]=[O:20])=[CH:15][N:14]=2)[N:10]([C:21]2[CH:22]=[N:23][CH:24]=[CH:25][CH:26]=2)[N:9]=1)=[O:7])([CH3:4])([CH3:2])[CH3:3]. The yield is 0.840. (3) The yield is 0.510. The catalyst is CN(C)C=O. The reactants are Cl[CH:2]([C:7]1[O:8][C:9]2[CH:16]=[CH:15][C:14]([O:17][CH3:18])=[CH:13][C:10]=2[C:11]=1[CH3:12])[CH2:3][CH:4]([CH3:6])[CH3:5].[NH2:19][C:20]1[CH:25]=[CH:24][C:23]([C:26]([N:28]([CH3:36])[CH2:29][CH2:30][C:31]([O:33][CH2:34][CH3:35])=[O:32])=[O:27])=[CH:22][CH:21]=1.[I-].[Na+].C(=O)([O-])[O-].[Na+].[Na+].Cl. The product is [CH3:18][O:17][C:14]1[CH:15]=[CH:16][C:9]2[O:8][C:7]([CH:2]([NH:19][C:20]3[CH:21]=[CH:22][C:23]([C:26]([N:28]([CH3:36])[CH2:29][CH2:30][C:31]([O:33][CH2:34][CH3:35])=[O:32])=[O:27])=[CH:24][CH:25]=3)[CH2:3][CH:4]([CH3:6])[CH3:5])=[C:11]([CH3:12])[C:10]=2[CH:13]=1. (4) The reactants are [CH3:1][C@H:2]1[CH2:7][NH:6][CH2:5][C@@H:4]([CH3:8])[NH:3]1.C(N(CC)CC)C.[CH3:16][S:17](Cl)(=[O:19])=[O:18]. The catalyst is ClCCl. The product is [CH3:16][S:17]([N:6]1[CH2:5][C@@H:4]([CH3:8])[NH:3][C@@H:2]([CH3:1])[CH2:7]1)(=[O:19])=[O:18]. The yield is 0.810. (5) The reactants are Br[C:2]1[C:7]([N+:8]([O-:10])=[O:9])=[CH:6][CH:5]=[C:4]([Br:11])[N:3]=1.C(N(CC)CC)C.[CH2:19]([NH:26][CH2:27][C@H:28]([OH:30])[CH3:29])[C:20]1[CH:25]=[CH:24][CH:23]=[CH:22][CH:21]=1. The catalyst is C(O)C. The product is [CH2:19]([N:26]([C:2]1[C:7]([N+:8]([O-:10])=[O:9])=[CH:6][CH:5]=[C:4]([Br:11])[N:3]=1)[CH2:27][C@H:28]([OH:30])[CH3:29])[C:20]1[CH:25]=[CH:24][CH:23]=[CH:22][CH:21]=1. The yield is 0.850. (6) The reactants are Br[C:2]1[CH:3]=[C:4]2[C:9](=[CH:10][CH:11]=1)[N:8]=[CH:7][C:6]([C:12]([CH:14]1[CH2:16][CH2:15]1)=[O:13])=[C:5]2[NH:17][C:18]1[CH:19]=[CH:20][C:21]([N:24]2[CH2:29][CH2:28][CH2:27][CH:26]([NH:30]C(=O)OC(C)(C)C)[CH2:25]2)=[N:22][CH:23]=1.[Cl:38][C:39]1[CH:44]=[C:43](B2OC(C)(C)C(C)(C)O2)[CH:42]=[C:41]([Cl:54])[C:40]=1[OH:55]. No catalyst specified. The product is [NH2:30][CH:26]1[CH2:27][CH2:28][CH2:29][N:24]([C:21]2[N:22]=[CH:23][C:18]([NH:17][C:5]3[C:4]4[C:9](=[CH:10][CH:11]=[C:2]([C:43]5[CH:44]=[C:39]([Cl:38])[C:40]([OH:55])=[C:41]([Cl:54])[CH:42]=5)[CH:3]=4)[N:8]=[CH:7][C:6]=3[C:12]([CH:14]3[CH2:16][CH2:15]3)=[O:13])=[CH:19][CH:20]=2)[CH2:25]1. The yield is 0.500. (7) The reactants are [Br:1][C:2]1[C:3]([CH3:9])=[N:4][C:5](Br)=[CH:6][CH:7]=1.[Cu][C:11]#[N:12].[C-]#N.[Na+].CN(C)C=O. The catalyst is C(O)C. The product is [Br:1][C:2]1[CH:7]=[CH:6][C:5]([C:11]#[N:12])=[N:4][C:3]=1[CH3:9]. The yield is 0.450.